This data is from Antibody developability classification from SAbDab with 2,409 antibodies. The task is: Regression/Classification. Given an antibody's heavy chain and light chain sequences, predict its developability. TAP uses regression for 5 developability metrics; SAbDab uses binary classification. (1) The antibody is ['QVQLVESGGGVVQPGRSLRLSCAASGFTFSNYGIHWVRQAPGKGLEWVAVIWYDGSIKYYADSVKGRFTISRDNSKNTLYLQMNSLRAEDTAVYYCARDRAAAGLHYYYGMDVWGQGTTVTVSS', 'EIVLTQSPGTLSLSPGERATLSCRASQSVSSTYLAWYQQKPGQAPRLLIYGASSRATGIPDRFSGSGSGTDFTLTISRLEPEDFAVYYCQQSGSSPLTFGGGTEVEIK']. Result: 0 (not developable). (2) Result: 0 (not developable). The antibody is ['EVQLQQSGAELMKPGASVKISCKASGYTFSDYWIEWVKQRPGHGLEWIGEILPGSGSTNYHERFKGKATFTADTSSSTAYMQLNSLTSEDSGVYYCLHGNYDFDGWGQGTTLTVSS', 'DIVLTQSPAIMSASPGEKVTMTCSASSSVNYMYWYQQKSGTSPKRWIYDTSKLASGVPVRFSGSGSGTSYSLTISSMETEDAATYYCQQWGRNPTFGGGTKLEIK']. (3) Result: 0 (not developable). The antibody is ['QEQLVESGGRLVTPGTALTLTCKVSGFSLSGFWLNWVRQAPGKGLEWVGAIYRGSGSEWYASWAKGRFTISDTSTTVTLKLTSPTTEDTATYFCAADTTDNGYFTIWGPGTLVTVSS', 'ELVMTQTPSSVSEPVGGTVTIKCQASQSISSWLSWYQQKPGQPPKLLIYDASNLASGVPSRFMGSGSGTEYTLTISGVQREDAATYYCLGGYPAASYRTAFGGGTELEI']. (4) The antibody is ['1vfb', 'DIVLTQSPASLSASVGETVTITCRASGNIHNYLAWYQQKQGKSPQLLVYYTTTLADGVPSRFSGSGSGTQYSLKINSLQPEDFGSYYCQHFWSTPRTFGGGTKLEIK']. Result: 0 (not developable). (5) The antibody is ['EVQLVESGGGLVQPGGSLRLSCAASGYTFTENTVHWVRQAPGKGLEWIGGINPYYGGSIFSPKFKGRFTISADTSKNTAYLQMNSLRAEDTAVYYCARRAGAYYFDYWGQGTLVTVSS', 'DIQMTQSPSSLSASVGDRVTITCRASSSVSSSYLHWYQQKPGKAPKLLIYSTSNLASGVPSRFSGSRSGTDFTLTISSLQPEDFATYYCQQYSGYRTFGQGTKVEIK']. Result: 1 (developable). (6) The antibody is ['EVQLVQSGAEVKKPGESLKISCKGSGYRFPSSWIGWVRQVPGKGLEWMGIIYPGDGETRYRASFQGQVTISADQSSNTAYLQWSSLKASDTAMYYCARHGRGVREVINAFDIWGQGTMVTVSS', 'SYELTQPPSVSVAPGTTATITCGGVDIGSTLVHWYQQRPGQAPLLVIYDDSDRPSGIPERFSGSNSGNMATLTISRVEAGDEADYYCQVWHSTSAVIFGGGTKLTVL']. Result: 0 (not developable).